Dataset: NCI-60 drug combinations with 297,098 pairs across 59 cell lines. Task: Regression. Given two drug SMILES strings and cell line genomic features, predict the synergy score measuring deviation from expected non-interaction effect. Cell line: K-562. Drug 2: C1C(C(OC1N2C=NC3=C(N=C(N=C32)Cl)N)CO)O. Drug 1: C1=CC(=CC=C1CCC2=CNC3=C2C(=O)NC(=N3)N)C(=O)NC(CCC(=O)O)C(=O)O. Synergy scores: CSS=21.4, Synergy_ZIP=-6.50, Synergy_Bliss=-10.9, Synergy_Loewe=-15.2, Synergy_HSA=-9.01.